From a dataset of Full USPTO retrosynthesis dataset with 1.9M reactions from patents (1976-2016). Predict the reactants needed to synthesize the given product. (1) Given the product [Cl:31][CH2:32][C:33]1[N:19]([CH2:20][CH2:21][CH2:22][NH:23][C:24](=[O:30])[O:25][C:26]([CH3:27])([CH3:29])[CH3:28])[C:18]2[C:17]3[CH:16]=[CH:15][CH:14]=[CH:13][C:12]=3[N:11]=[CH:10][C:9]=2[N:8]=1, predict the reactants needed to synthesize it. The reactants are: C(N(CC)CC)C.[NH2:8][C:9]1[CH:10]=[N:11][C:12]2[C:17]([C:18]=1[NH:19][CH2:20][CH2:21][CH2:22][NH:23][C:24](=[O:30])[O:25][C:26]([CH3:29])([CH3:28])[CH3:27])=[CH:16][CH:15]=[CH:14][CH:13]=2.[Cl:31][CH2:32][C:33](Cl)=O. (2) Given the product [CH3:6][N:5]([C:1]([CH3:4])([CH3:3])[CH3:2])[S:19][C:11]1[S:10][C:14]2[CH:15]=[CH:16][CH:17]=[CH:18][C:13]=2[N:12]=1, predict the reactants needed to synthesize it. The reactants are: [C:1]([NH:5][CH3:6])([CH3:4])([CH3:3])[CH3:2].Cl[O-].[Na+].[S:10]1[C:14]2[CH:15]=[CH:16][CH:17]=[CH:18][C:13]=2[N:12]=[C:11]1[S:19][S:19][C:11]1[S:10][C:14]2[CH:15]=[CH:16][CH:17]=[CH:18][C:13]=2[N:12]=1.[OH-].[Na+]. (3) Given the product [CH:11]1([O:10][C:9]2[CH:8]=[CH:7][C:4]([CH:5]=[O:6])=[CH:3][C:2]=2[OH:1])[CH2:15][CH2:14][CH2:13][CH2:12]1, predict the reactants needed to synthesize it. The reactants are: [OH:1][C:2]1[CH:3]=[C:4]([CH:7]=[CH:8][C:9]=1[OH:10])[CH:5]=[O:6].[CH:11]1(Br)[CH2:15][CH2:14][CH2:13][CH2:12]1.C(=O)([O-])[O-].[K+].[K+]. (4) Given the product [C:1]1([C:7]2[O:11][C:10]([S:12][C:26]3[CH:27]=[C:28]([O:32][CH3:33])[C:29]([O:30][CH3:31])=[C:24]([O:23][CH3:22])[CH:25]=3)=[N:9][N:8]=2)[CH:2]=[CH:3][CH:4]=[CH:5][CH:6]=1, predict the reactants needed to synthesize it. The reactants are: [C:1]1([C:7]2[O:11][C:10]([SH:12])=[N:9][N:8]=2)[CH:6]=[CH:5][CH:4]=[CH:3][CH:2]=1.C1C(=O)N(Cl)C(=O)C1.[Br-].[CH3:22][O:23][C:24]1[CH:25]=[C:26]([Zn+])[CH:27]=[C:28]([O:32][CH3:33])[C:29]=1[O:30][CH3:31]. (5) Given the product [Br:39][CH2:21][C:19]([C:2]1[C:3]([CH3:12])=[C:4]([C:7]([O:10][CH3:11])=[CH:8][CH:9]=1)[C:5]#[N:6])=[O:20], predict the reactants needed to synthesize it. The reactants are: Br[C:2]1[C:3]([CH3:12])=[C:4]([C:7]([O:10][CH3:11])=[CH:8][CH:9]=1)[C:5]#[N:6].[Cl-].C([Sn](CCCC)(CCCC)[C:19]([O:21]CC)=[CH2:20])CCC.C1C(=O)N([Br:39])C(=O)C1. (6) Given the product [NH3:4].[NH2:13][CH2:12][CH2:11][NH:10][C:8]([NH:7][CH2:6][CH2:5][N:4]([CH:24]([CH3:26])[CH3:25])[CH:1]([CH3:2])[CH3:3])=[O:9], predict the reactants needed to synthesize it. The reactants are: [CH:1]([N:4]([CH:24]([CH3:26])[CH3:25])[CH2:5][CH2:6][NH:7][C:8]([NH:10][CH2:11][CH2:12][NH:13]C(=O)OCC1C=CC=CC=1)=[O:9])([CH3:3])[CH3:2]. (7) Given the product [N:1]([C:4]1[C:12]([O:13][CH3:14])=[CH:11][C:10]([CH3:18])=[C:6]([CH:5]=1)[C:7]([NH2:9])=[O:8])=[C:2]=[S:3], predict the reactants needed to synthesize it. The reactants are: [N:1]([C:4]1[CH:5]=[C:6]([CH:10]=[CH:11][C:12]=1[O:13][C:14](F)(F)F)[C:7]([NH2:9])=[O:8])=[C:2]=[S:3].[CH:18](OC1C=CC(C(N)=O)=CC=1N=C=S)(C)C.